Predict hERG channel inhibition at various concentrations. From a dataset of hERG Central: cardiac toxicity at 1µM, 10µM, and general inhibition. (1) The molecule is Cc1ccc(C(CNC(=O)c2ccc(Br)o2)N2CCN(C)CC2)cc1. Results: hERG_inhib (hERG inhibition (general)): blocker. (2) The drug is CCCC[C@@H]1C[C@H]1[C@@H](NC(=O)c1ccco1)c1ccc(Cl)cc1. Results: hERG_inhib (hERG inhibition (general)): blocker. (3) The molecule is Cc1ccc2nc(CSc3nnc(-c4ccco4)o3)cc(=O)n2c1. Results: hERG_inhib (hERG inhibition (general)): blocker. (4) The molecule is Cc1c(NC(=O)c2cc3nc(-c4ccc(Cl)cc4)cc(C(F)(F)F)n3n2)c(=O)n(-c2ccccc2)n1C. Results: hERG_inhib (hERG inhibition (general)): blocker.